Dataset: Reaction yield outcomes from USPTO patents with 853,638 reactions. Task: Predict the reaction yield, written as a fraction of the theoretical maximum amount of product (1.0 means a 100% yield; for example, 0.34 means a 34% yield). The reactants are [CH2:1]([O:3][C:4]([C:6]1[CH:7]=[C:8]2[C:13](=[CH:14][CH:15]=1)[NH:12][CH:11]([C:16]1[CH:17]=[N:18][CH:19]=[C:20](Br)[CH:21]=1)[CH2:10][C:9]2([CH3:24])[CH3:23])=[O:5])[CH3:2].[CH3:25][C:26]1[CH:31]=[C:30]([CH3:32])[CH:29]=[CH:28][C:27]=1[N:33]1[CH2:38][CH2:37][NH:36][CH2:35][CH2:34]1.C(=O)([O-])[O-].[Cs+].[Cs+].C(OCC)(=O)C. The catalyst is C1(C)C=CC=CC=1.C([O-])(=O)C.[Pd+2].C([O-])(=O)C.CC1(C)C2C(=C(P(C3C=CC=CC=3)C3C=CC=CC=3)C=CC=2)OC2C(P(C3C=CC=CC=3)C3C=CC=CC=3)=CC=CC1=2. The product is [CH2:1]([O:3][C:4]([C:6]1[CH:7]=[C:8]2[C:13](=[CH:14][CH:15]=1)[NH:12][CH:11]([C:16]1[CH:17]=[N:18][CH:19]=[C:20]([N:36]3[CH2:37][CH2:38][N:33]([C:27]4[CH:28]=[CH:29][C:30]([CH3:32])=[CH:31][C:26]=4[CH3:25])[CH2:34][CH2:35]3)[CH:21]=1)[CH2:10][C:9]2([CH3:24])[CH3:23])=[O:5])[CH3:2]. The yield is 0.600.